Dataset: Forward reaction prediction with 1.9M reactions from USPTO patents (1976-2016). Task: Predict the product of the given reaction. (1) Given the reactants [Br:1][C:2]1[CH:3]=[C:4]2[CH:10]=[CH:9][NH:8][C:5]2=[N:6][CH:7]=1.CC(C)([O-])C.[K+].[CH2:17](Br)[C:18]1[CH:23]=[CH:22][CH:21]=[CH:20][CH:19]=1.Cl, predict the reaction product. The product is: [CH2:17]([N:8]1[C:5]2=[N:6][CH:7]=[C:2]([Br:1])[CH:3]=[C:4]2[CH:10]=[CH:9]1)[C:18]1[CH:23]=[CH:22][CH:21]=[CH:20][CH:19]=1. (2) Given the reactants [CH3:1][O:2][C:3]1[CH:4]=[CH:5][C:6]2[C:12]3[C:13]([O:21][CH3:22])=[C:14]([O:19][CH3:20])[C:15]([O:17][CH3:18])=[CH:16][C:11]=3[CH2:10][CH2:9][C@H:8]([NH2:23])[C:7]=2[CH:24]=1.C1C([N+]([O-])=O)=CC=C([Cl-][C:35]([O-:37])=[O:36])C=1.C(N(CC)CC)C.O[CH2:46][CH2:47][N:48]1[CH2:53][CH2:52][O:51][CH2:50][CH2:49]1, predict the reaction product. The product is: [CH3:1][O:2][C:3]1[CH:4]=[CH:5][C:6]2[C:12]3[C:13]([O:21][CH3:22])=[C:14]([O:19][CH3:20])[C:15]([O:17][CH3:18])=[CH:16][C:11]=3[CH2:10][CH2:9][C@H:8]([NH:23][C:35](=[O:36])[O:37][CH2:46][CH2:47][N:48]3[CH2:53][CH2:52][O:51][CH2:50][CH2:49]3)[C:7]=2[CH:24]=1. (3) Given the reactants [C:1]([O:4][CH2:5][C@H:6]1[CH2:11][C@@H:10]([O:12][Si:13]([C:26]([CH3:29])([CH3:28])[CH3:27])([C:20]2[CH:25]=[CH:24][CH:23]=[CH:22][CH:21]=2)[C:14]2[CH:19]=[CH:18][CH:17]=[CH:16][CH:15]=2)[CH2:9][CH2:8][C@@:7]1([C@H:31]1[CH2:39][CH2:38][C@@:37]2([CH3:40])[C@@H:33]([CH2:34][CH2:35][C@@:36]2([OH:42])[CH3:41])[C@@H:32]1[CH2:43]O)[CH3:30])(=[O:3])[CH3:2].CS(Cl)(=O)=O.[N-:50]=[N+:51]=[N-:52].[Na+], predict the reaction product. The product is: [C:1]([O:4][CH2:5][C@H:6]1[CH2:11][C@@H:10]([O:12][Si:13]([C:26]([CH3:29])([CH3:28])[CH3:27])([C:20]2[CH:25]=[CH:24][CH:23]=[CH:22][CH:21]=2)[C:14]2[CH:19]=[CH:18][CH:17]=[CH:16][CH:15]=2)[CH2:9][CH2:8][C@@:7]1([C@H:31]1[CH2:39][CH2:38][C@@:37]2([CH3:40])[C@@H:33]([CH2:34][CH2:35][C@@:36]2([OH:42])[CH3:41])[C@@H:32]1[CH2:43][N:50]=[N+:51]=[N-:52])[CH3:30])(=[O:3])[CH3:2]. (4) The product is: [C:10]([C:5]1[C:6]([C:8]#[N:9])=[CH:7][C:2]2[N:1]([CH2:25][CH2:26][CH3:27])[C:18]([C:17]3[CH:20]=[CH:21][C:14]([I:13])=[CH:15][CH:16]=3)=[N:12][C:3]=2[CH:4]=1)#[N:11]. Given the reactants [NH2:1][C:2]1[CH:7]=[C:6]([C:8]#[N:9])[C:5]([C:10]#[N:11])=[CH:4][C:3]=1[NH2:12].[I:13][C:14]1[CH:21]=[CH:20][C:17]([CH:18]=O)=[CH:16][CH:15]=1.O=O.I[CH2:25][CH2:26][CH3:27].C1CCN2C(=NCCC2)CC1, predict the reaction product. (5) Given the reactants C([N:8]1[CH2:17][C:16](=[CH2:18])[C:15]2[N:14]=[C:13]([Cl:19])[CH:12]=[CH:11][C:10]=2[CH2:9]1)C1C=CC=CC=1.[Cl:20]C(OC(Cl)C)=O, predict the reaction product. The product is: [ClH:19].[ClH:20].[Cl:19][C:13]1[CH:12]=[CH:11][C:10]2[CH2:9][NH:8][CH2:17][C:16](=[CH2:18])[C:15]=2[N:14]=1.